Dataset: NCI-60 drug combinations with 297,098 pairs across 59 cell lines. Task: Regression. Given two drug SMILES strings and cell line genomic features, predict the synergy score measuring deviation from expected non-interaction effect. (1) Drug 1: CC1C(C(CC(O1)OC2CC(CC3=C2C(=C4C(=C3O)C(=O)C5=C(C4=O)C(=CC=C5)OC)O)(C(=O)CO)O)N)O.Cl. Drug 2: C1=CC(=CC=C1CCC2=CNC3=C2C(=O)NC(=N3)N)C(=O)NC(CCC(=O)O)C(=O)O. Cell line: UO-31. Synergy scores: CSS=28.7, Synergy_ZIP=2.36, Synergy_Bliss=1.69, Synergy_Loewe=-8.80, Synergy_HSA=1.10. (2) Drug 2: C1CN(P(=O)(OC1)NCCCl)CCCl. Cell line: SN12C. Drug 1: CC1C(C(CC(O1)OC2CC(CC3=C2C(=C4C(=C3O)C(=O)C5=C(C4=O)C(=CC=C5)OC)O)(C(=O)C)O)N)O.Cl. Synergy scores: CSS=14.2, Synergy_ZIP=-5.70, Synergy_Bliss=-2.78, Synergy_Loewe=-27.5, Synergy_HSA=-3.43. (3) Drug 1: CN(C)N=NC1=C(NC=N1)C(=O)N. Drug 2: CNC(=O)C1=NC=CC(=C1)OC2=CC=C(C=C2)NC(=O)NC3=CC(=C(C=C3)Cl)C(F)(F)F. Cell line: OVCAR-8. Synergy scores: CSS=20.6, Synergy_ZIP=2.58, Synergy_Bliss=2.18, Synergy_Loewe=-12.5, Synergy_HSA=0.337. (4) Drug 1: CC1C(C(=O)NC(C(=O)N2CCCC2C(=O)N(CC(=O)N(C(C(=O)O1)C(C)C)C)C)C(C)C)NC(=O)C3=C4C(=C(C=C3)C)OC5=C(C(=O)C(=C(C5=N4)C(=O)NC6C(OC(=O)C(N(C(=O)CN(C(=O)C7CCCN7C(=O)C(NC6=O)C(C)C)C)C)C(C)C)C)N)C. Drug 2: C#CCC(CC1=CN=C2C(=N1)C(=NC(=N2)N)N)C3=CC=C(C=C3)C(=O)NC(CCC(=O)O)C(=O)O. Cell line: SK-MEL-28. Synergy scores: CSS=41.8, Synergy_ZIP=1.47, Synergy_Bliss=-1.91, Synergy_Loewe=-24.0, Synergy_HSA=-1.59. (5) Drug 1: C1=CC(=C2C(=C1NCCNCCO)C(=O)C3=C(C=CC(=C3C2=O)O)O)NCCNCCO. Drug 2: C1=CC(=CC=C1CC(C(=O)O)N)N(CCCl)CCCl.Cl. Cell line: OVCAR-4. Synergy scores: CSS=22.2, Synergy_ZIP=3.50, Synergy_Bliss=5.76, Synergy_Loewe=-40.2, Synergy_HSA=2.49. (6) Drug 1: CCC1=C2CN3C(=CC4=C(C3=O)COC(=O)C4(CC)O)C2=NC5=C1C=C(C=C5)O. Drug 2: CC1CCCC2(C(O2)CC(NC(=O)CC(C(C(=O)C(C1O)C)(C)C)O)C(=CC3=CSC(=N3)C)C)C. Synergy scores: CSS=69.9, Synergy_ZIP=0.410, Synergy_Bliss=-3.90, Synergy_Loewe=-3.15, Synergy_HSA=-0.813. Cell line: KM12.